This data is from Full USPTO retrosynthesis dataset with 1.9M reactions from patents (1976-2016). The task is: Predict the reactants needed to synthesize the given product. (1) Given the product [Cl:1][C:2]1[C:3]([C:12]([F:15])([F:14])[F:13])=[N:4][N:5]([CH2:8][C:9]([N:28]2[CH2:29][CH2:30][CH2:31][C:32]3[N:24]([C:18]4[CH:19]=[CH:20][C:21]([F:23])=[CH:22][C:17]=4[F:16])[N:25]=[CH:26][C:27]2=3)=[O:11])[C:6]=1[CH3:7], predict the reactants needed to synthesize it. The reactants are: [Cl:1][C:2]1[C:3]([C:12]([F:15])([F:14])[F:13])=[N:4][N:5]([CH2:8][C:9]([OH:11])=O)[C:6]=1[CH3:7].[F:16][C:17]1[CH:22]=[C:21]([F:23])[CH:20]=[CH:19][C:18]=1[N:24]1[C:32]2[CH2:31][CH2:30][CH2:29][NH:28][C:27]=2[CH:26]=[N:25]1. (2) Given the product [CH3:17][O:9][C:8]([C:4]1[CH:3]=[C:2]([CH3:1])[N:7]=[CH:6][N:5]=1)=[O:10], predict the reactants needed to synthesize it. The reactants are: [CH3:1][C:2]1[N:7]=[CH:6][N:5]=[C:4]([C:8]([O-:10])=[O:9])[CH:3]=1.[K+].S(=O)(=O)(O)O.[CH3:17]O. (3) Given the product [S:3]([O:2][O:1][S:3]([O-:5])(=[O:4])=[O:2])([O-:7])(=[O:5])=[O:4].[K+:6].[K+:6], predict the reactants needed to synthesize it. The reactants are: [OH:1][O:2][S:3]([O-:5])=[O:4].[K+:6].[OH2:7].